This data is from Forward reaction prediction with 1.9M reactions from USPTO patents (1976-2016). The task is: Predict the product of the given reaction. (1) The product is: [Br:2][C:3]1[CH:15]=[CH:14][C:6]([O:7][CH:8]2[CH2:9][CH2:10][N:11]([CH2:17][CH2:18][O:19][CH3:20])[CH2:12][CH2:13]2)=[CH:5][CH:4]=1. Given the reactants Cl.[Br:2][C:3]1[CH:15]=[CH:14][C:6]([O:7][CH:8]2[CH2:13][CH2:12][NH:11][CH2:10][CH2:9]2)=[CH:5][CH:4]=1.Br[CH2:17][CH2:18][O:19][CH3:20].C([O-])([O-])=O.[K+].[K+].CN(C=O)C, predict the reaction product. (2) Given the reactants [C:1]([O:4][C@H:5]([C:48]1[CH:53]=[CH:52][C:51]([F:54])=[CH:50][CH:49]=1)[CH2:6][CH2:7][C@H:8]1[C:11](=[O:12])[N:10]([C:13]2[CH:18]=[CH:17][C:16]([CH2:19][CH2:20][CH:21]([O:25]CC)[O:22]CC)=[CH:15][CH:14]=2)[C@@H:9]1[C:28]1[CH:33]=[CH:32][C:31]([CH2:34][CH2:35][C:36]2([O:44]C(=O)C)C[O:40][C:39](C)([CH3:42])[O:38][CH2:37]2)=[CH:30][CH:29]=1)(=[O:3])[CH3:2].[C:55](O)(C(F)(F)F)=[O:56], predict the reaction product. The product is: [C:39]([O:38][CH2:37][C:36]([OH:44])([CH2:55][OH:56])[CH2:35][CH2:34][C:31]1[CH:30]=[CH:29][C:28]([C@@H:9]2[C@@H:8]([CH2:7][CH2:6][C@H:5]([O:4][C:1](=[O:3])[CH3:2])[C:48]3[CH:49]=[CH:50][C:51]([F:54])=[CH:52][CH:53]=3)[C:11](=[O:12])[N:10]2[C:13]2[CH:18]=[CH:17][C:16]([CH2:19][CH2:20][CH:21]([OH:22])[OH:25])=[CH:15][CH:14]=2)=[CH:33][CH:32]=1)(=[O:40])[CH3:42]. (3) Given the reactants [CH3:1][C:2]([O:5][C:6]([NH:8][C:9]([NH:18][C:19](=[O:25])[O:20][C:21]([CH3:24])([CH3:23])[CH3:22])=[N:10]S(C(F)(F)F)(=O)=O)=[O:7])([CH3:4])[CH3:3].C(N(CC)CC)C.[CH3:33][C:34]1[N:39]=[C:38](N)[CH:37]=[CH:36][C:35]=1[S:41][CH3:42].CN(C)CCN, predict the reaction product. The product is: [CH3:33][C:34]1[N:39]=[C:38]([NH:10]/[C:9](/[NH:8][C:6](=[O:7])[O:5][C:2]([CH3:1])([CH3:3])[CH3:4])=[N:18]/[C:19](=[O:25])[O:20][C:21]([CH3:22])([CH3:23])[CH3:24])[CH:37]=[CH:36][C:35]=1[S:41][CH3:42]. (4) Given the reactants [Cl:1][C:2]1[N:3]=[CH:4][C:5]([C:8](Cl)=[O:9])=[N:6][CH:7]=1.[CH3:11][O:12][C:13]1[CH:31]=[C:30]([O:32][CH3:33])[CH:29]=[CH:28][C:14]=1[CH2:15][NH:16][CH2:17][C:18]1[CH:23]=[CH:22][C:21]([O:24][CH3:25])=[CH:20][C:19]=1[O:26][CH3:27].C(N(CC)CC)C, predict the reaction product. The product is: [Cl:1][C:2]1[N:3]=[CH:4][C:5]([C:8]([N:16]([CH2:15][C:14]2[CH:28]=[CH:29][C:30]([O:32][CH3:33])=[CH:31][C:13]=2[O:12][CH3:11])[CH2:17][C:18]2[CH:23]=[CH:22][C:21]([O:24][CH3:25])=[CH:20][C:19]=2[O:26][CH3:27])=[O:9])=[N:6][CH:7]=1.